This data is from Forward reaction prediction with 1.9M reactions from USPTO patents (1976-2016). The task is: Predict the product of the given reaction. Given the reactants [Cl:1][C:2]1[C:7]([C:8]#[N:9])=[CH:6][N:5]=[C:4]2[S:10][CH:11]=[CH:12][C:3]=12.[CH:13]([N-]C(C)C)(C)C.[Li+].CCCCCCC.O1CCCC1.C(C1C=CC=CC=1)C.IC, predict the reaction product. The product is: [Cl:1][C:2]1[C:7]([C:8]#[N:9])=[CH:6][N:5]=[C:4]2[S:10][C:11]([CH3:13])=[CH:12][C:3]=12.